Dataset: Orexin1 receptor HTS with 218,158 compounds and 233 confirmed actives. Task: Binary Classification. Given a drug SMILES string, predict its activity (active/inactive) in a high-throughput screening assay against a specified biological target. (1) The drug is S(CC(=O)Nc1oc(c2c1c(=O)[nH]nc2C)C)c1ncccn1. The result is 0 (inactive). (2) The compound is Fc1ccc(C2=[N+]([O-])C(N(O)C2(C)C)(CC)C)cc1. The result is 0 (inactive).